From a dataset of Reaction yield outcomes from USPTO patents with 853,638 reactions. Predict the reaction yield, written as a fraction of the theoretical maximum amount of product (1.0 means a 100% yield; for example, 0.34 means a 34% yield). (1) The reactants are [H-].[Na+].[CH2:3]([OH:10])[C:4]1[CH:9]=[CH:8][CH:7]=[CH:6][CH:5]=1.[Br:11][C:12]1[CH:17]=[C:16](F)[CH:15]=[C:14]([Br:19])[CH:13]=1. The catalyst is C1COCC1. The product is [Br:11][C:12]1[CH:17]=[C:16]([O:10][CH2:3][C:4]2[CH:9]=[CH:8][CH:7]=[CH:6][CH:5]=2)[CH:15]=[C:14]([Br:19])[CH:13]=1. The yield is 0.750. (2) The reactants are [NH2:1][C:2]1[CH:7]=[C:6]([F:8])[C:5]([N+:9]([O-:11])=[O:10])=[CH:4][C:3]=1[C:12]#[C:13][C:14]([CH3:26])([CH3:25])[C:15]([O:17][CH2:18][C:19]1[CH:24]=[CH:23][CH:22]=[CH:21][CH:20]=1)=[O:16]. The catalyst is C(#N)C.Cl[Pd]Cl. The product is [F:8][C:6]1[CH:7]=[C:2]2[C:3]([CH:12]=[C:13]([C:14]([CH3:26])([CH3:25])[C:15]([O:17][CH2:18][C:19]3[CH:20]=[CH:21][CH:22]=[CH:23][CH:24]=3)=[O:16])[NH:1]2)=[CH:4][C:5]=1[N+:9]([O-:11])=[O:10]. The yield is 0.900.